Predict which catalyst facilitates the given reaction. From a dataset of Catalyst prediction with 721,799 reactions and 888 catalyst types from USPTO. (1) Reactant: [CH3:1][C:2]1[S:6][C:5]([NH:7][C:8](=[O:32])[C:9]2[CH:14]=[CH:13][CH:12]=[C:11]([O:15][C:16]3[CH:21]=[CH:20][N:19]=[C:18]4[NH:22][N:23]=[C:24]([NH:25][C@@H:26]5[CH2:31][CH2:30][CH2:29][NH:28][CH2:27]5)[C:17]=34)[CH:10]=2)=[N:4][CH:3]=1.C(N(CC)C(C)C)(C)C.[C:42](Cl)(=[O:45])[CH:43]=[CH2:44]. Product: [CH3:1][C:2]1[S:6][C:5]([NH:7][C:8](=[O:32])[C:9]2[CH:14]=[CH:13][CH:12]=[C:11]([O:15][C:16]3[CH:21]=[CH:20][N:19]=[C:18]4[NH:22][N:23]=[C:24]([NH:25][C@@H:26]5[CH2:31][CH2:30][CH2:29][N:28]([C:42](=[O:45])[CH:43]=[CH2:44])[CH2:27]5)[C:17]=34)[CH:10]=2)=[N:4][CH:3]=1. The catalyst class is: 4. (2) Reactant: [C:1]([O:5][C:6](=[O:16])[NH:7][C:8]1[CH:13]=[C:12]([CH2:14][OH:15])[CH:11]=[CH:10][N:9]=1)([CH3:4])([CH3:3])[CH3:2].C(N(CC)CC)C. Product: [C:1]([O:5][C:6](=[O:16])[NH:7][C:8]1[CH:13]=[C:12]([CH:14]=[O:15])[CH:11]=[CH:10][N:9]=1)([CH3:4])([CH3:2])[CH3:3]. The catalyst class is: 16. (3) Reactant: [OH-].[Na+].[F:3][C:4]1[CH:9]=[CH:8][C:7]([F:10])=[CH:6][C:5]=1[SH:11].Cl[CH2:13][CH2:14][C:15]([OH:17])=[O:16].Cl. Product: [F:3][C:4]1[CH:9]=[CH:8][C:7]([F:10])=[CH:6][C:5]=1[S:11][CH2:13][CH2:14][C:15]([OH:17])=[O:16]. The catalyst class is: 6. (4) Reactant: COCO[C:5]1[CH:14]=[C:13]2[C:8]([CH:9](CCCCCCCCCSCCCC(F)(F)C(F)(F)F)[CH:10](C3C=CC(OCOC)=CC=3)[CH2:11][O:12]2)=[CH:7][CH:6]=1.Cl.O. Product: [O:12]1[C:13]2[C:8](=[CH:7][CH:6]=[CH:5][CH:14]=2)[CH2:9][CH2:10][CH2:11]1. The catalyst class is: 14. (5) Reactant: B1(C)OC(C2C=CC=CC=2)(C2C=CC=CC=2)[C@@H]2N1CCC2.CSC.B.[F:26][C:27]1[CH:28]=[C:29]([C:34](=[O:40])[CH2:35][CH2:36][N+:37]([O-:39])=[O:38])[CH:30]=[CH:31][C:32]=1[F:33].CO. Product: [F:26][C:27]1[CH:28]=[C:29]([C@H:34]([OH:40])[CH2:35][CH2:36][N+:37]([O-:39])=[O:38])[CH:30]=[CH:31][C:32]=1[F:33]. The catalyst class is: 7.